From a dataset of Catalyst prediction with 721,799 reactions and 888 catalyst types from USPTO. Predict which catalyst facilitates the given reaction. (1) Reactant: [NH:1]1[C:9]2[C:4](=[CH:5][C:6]([C:10]([O:12][CH3:13])=[O:11])=[CH:7][CH:8]=2)[CH:3]=[N:2]1.[Br:14]Br. Product: [Br:14][C:3]1[C:4]2[C:9](=[CH:8][CH:7]=[C:6]([C:10]([O:12][CH3:13])=[O:11])[CH:5]=2)[NH:1][N:2]=1. The catalyst class is: 8. (2) Reactant: [NH2:1][C:2]1[N:7]=[C:6](Cl)[CH:5]=[C:4]([Cl:9])[N:3]=1.[C:10]1(B(O)O)[CH:15]=[CH:14][CH:13]=[CH:12][CH:11]=1.C([O-])([O-])=O.[K+].[K+]. Product: [Cl:9][C:4]1[CH:5]=[C:6]([C:10]2[CH:15]=[CH:14][CH:13]=[CH:12][CH:11]=2)[N:7]=[C:2]([NH2:1])[N:3]=1. The catalyst class is: 667. (3) Reactant: [CH3:1][O:2][C:3](=[O:15])[C@H:4]([CH2:13][SH:14])[NH:5][C:6]([O:8][C:9]([CH3:12])([CH3:11])[CH3:10])=[O:7].CCN(C(C)C)C(C)C.[Na+].[I-].[CH2:27](Br)[C:28]([C:30]1[CH:35]=[CH:34][CH:33]=[CH:32][CH:31]=1)=[O:29].Cl. Product: [CH3:1][O:2][C:3](=[O:15])[C@H:4]([CH2:13][S:14][CH2:27][C:28]([C:30]1[CH:35]=[CH:34][CH:33]=[CH:32][CH:31]=1)=[O:29])[NH:5][C:6]([O:8][C:9]([CH3:12])([CH3:10])[CH3:11])=[O:7]. The catalyst class is: 144. (4) Reactant: [NH2:1][CH2:2][C:3]([NH:5][C@H:6]([C:14]([NH:16][C@H:17]([C:22]([OH:24])=[O:23])[CH2:18][CH:19]([CH3:21])[CH3:20])=[O:15])[CH2:7][C:8]1[CH:13]=[CH:12][CH:11]=[CH:10][CH:9]=1)=[O:4].[OH-].[Na+].[CH3:27][C:28]([O:31][C:32](O[C:32]([O:31][C:28]([CH3:30])([CH3:29])[CH3:27])=[O:33])=[O:33])([CH3:30])[CH3:29].Cl. Product: [NH:1]([C:32]([O:31][C:28]([CH3:30])([CH3:29])[CH3:27])=[O:33])[CH2:2][C:3]([NH:5][C@H:6]([C:14]([NH:16][C@H:17]([C:22]([OH:24])=[O:23])[CH2:18][CH:19]([CH3:20])[CH3:21])=[O:15])[CH2:7][C:8]1[CH:13]=[CH:12][CH:11]=[CH:10][CH:9]=1)=[O:4]. The catalyst class is: 12. (5) Reactant: C([O:8][C:9]1[CH:14]=[CH:13][C:12]([N:15]2[C:19]3=[N:20][CH:21]=[CH:22][CH:23]=[C:18]3[N:17]([CH2:24][CH2:25][CH3:26])[C:16]2=[O:27])=[CH:11][CH:10]=1)C1C=CC=CC=1. Product: [OH:8][C:9]1[CH:10]=[CH:11][C:12]([N:15]2[C:19]3=[N:20][CH:21]=[CH:22][CH:23]=[C:18]3[N:17]([CH2:24][CH2:25][CH3:26])[C:16]2=[O:27])=[CH:13][CH:14]=1. The catalyst class is: 50. (6) Reactant: [N+:1]([C:4]1[CH:5]=[C:6]([CH:10]=[CH:11][C:12]=1[N+:13]([O-:15])=[O:14])[C:7](Cl)=[O:8])([O-:3])=[O:2].[Br:16][C:17]1[CH:18]=[CH:19][C:20]([NH2:23])=[N:21][CH:22]=1. Product: [Br:16][C:17]1[CH:18]=[CH:19][C:20]([NH:23][C:7](=[O:8])[C:6]2[CH:10]=[CH:11][C:12]([N+:13]([O-:15])=[O:14])=[C:4]([N+:1]([O-:3])=[O:2])[CH:5]=2)=[N:21][CH:22]=1. The catalyst class is: 3.